This data is from Catalyst prediction with 721,799 reactions and 888 catalyst types from USPTO. The task is: Predict which catalyst facilitates the given reaction. (1) Reactant: [CH3:1][S:2]([N:5]1[CH2:10][CH2:9][C:8]2[N:11]([CH2:24][CH2:25][CH:26]=O)[N:12]=[C:13]([C:14]3[CH:19]=[CH:18][C:17]([C:20]([F:23])([F:22])[F:21])=[CH:16][CH:15]=3)[C:7]=2[CH2:6]1)(=[O:4])=[O:3].[N:28]1([C:34]2[C:38]3[CH:39]=[CH:40][CH:41]=[CH:42][C:37]=3[S:36](=[O:44])(=[O:43])[N:35]=2)[CH2:33][CH2:32][NH:31][CH2:30][CH2:29]1.CC(O)=O.[BH-](OC(C)=O)(OC(C)=O)OC(C)=O.[Na+].C([O-])(O)=O.[Na+]. Product: [O:44]=[S:36]1(=[O:43])[C:37]2[CH:42]=[CH:41][CH:40]=[CH:39][C:38]=2[C:34]([N:28]2[CH2:33][CH2:32][N:31]([CH2:26][CH2:25][CH2:24][N:11]3[C:8]4[CH2:9][CH2:10][N:5]([S:2]([CH3:1])(=[O:4])=[O:3])[CH2:6][C:7]=4[C:13]([C:14]4[CH:19]=[CH:18][C:17]([C:20]([F:23])([F:22])[F:21])=[CH:16][CH:15]=4)=[N:12]3)[CH2:30][CH2:29]2)=[N:35]1. The catalyst class is: 2. (2) Reactant: Cl.[Cl:2][CH2:3][CH2:4][CH2:5][NH2:6].[F:7][C:8]([F:31])([CH2:25][CH2:26][S:27](Cl)(=[O:29])=[O:28])[C:9]([F:24])([F:23])[C:10]([F:22])([F:21])[C:11]([F:20])([F:19])[C:12]([F:18])([F:17])[C:13]([F:16])([F:15])[F:14]. Product: [C:13]([C:12]([C:11]([C:10]([C:9]([C:8]([CH2:25][CH2:26][S:27]([NH:6][CH2:5][CH2:4][CH2:3][Cl:2])(=[O:29])=[O:28])([F:7])[F:31])([F:24])[F:23])([F:22])[F:21])([F:20])[F:19])([F:18])[F:17])([F:16])([F:15])[F:14]. The catalyst class is: 57. (3) Reactant: Cl[C:2]1[CH:7]=[C:6]([C:8]2[CH:13]=[CH:12][CH:11]=[CH:10][CH:9]=2)[N:5]=[C:4]([NH:14][C:15](=[O:29])[CH2:16][CH2:17][C:18]([C:20]2[CH:21]=[CH:22][C:23]3[O:27][CH2:26][CH2:25][C:24]=3[CH:28]=2)=[O:19])[CH:3]=1.C1(C2C=CC=CC=2)C=CC=CC=1P(C1CCCCC1)C1CCCCC1.C(=O)([O-])[O-].[K+].[K+].OB(O)[C:63]1[CH:71]=[CH:70][CH:69]=[CH:68][C:64]=1[C:65]([OH:67])=[O:66]. Product: [O:27]1[C:23]2[CH:22]=[CH:21][C:20]([C:18](=[O:19])[CH2:17][CH2:16][C:15]([NH:14][C:4]3[CH:3]=[C:2]([C:63]4[CH:71]=[CH:70][CH:69]=[CH:68][C:64]=4[C:65]([OH:67])=[O:66])[CH:7]=[C:6]([C:8]4[CH:13]=[CH:12][CH:11]=[CH:10][CH:9]=4)[N:5]=3)=[O:29])=[CH:28][C:24]=2[CH2:25][CH2:26]1. The catalyst class is: 110.